Dataset: Full USPTO retrosynthesis dataset with 1.9M reactions from patents (1976-2016). Task: Predict the reactants needed to synthesize the given product. (1) The reactants are: Cl[C:2]1[N:7]=[C:6]([NH:8][CH3:9])[C:5]([N+:10]([O-:12])=[O:11])=[CH:4][N:3]=1.[NH2:13][C:14]1[CH:26]=[CH:25][C:17]([C:18]([N:20]([CH2:23][CH3:24])[CH2:21][CH3:22])=[O:19])=[CH:16][CH:15]=1. Given the product [CH2:23]([N:20]([CH2:21][CH3:22])[C:18]([C:17]1[CH:25]=[CH:26][C:14]([NH:13][C:2]2[N:7]=[C:6]([NH:8][CH3:9])[C:5]([N+:10]([O-:12])=[O:11])=[CH:4][N:3]=2)=[CH:15][CH:16]=1)=[O:19])[CH3:24], predict the reactants needed to synthesize it. (2) Given the product [O:24]=[C:18]1[CH:19]([C:26]([O:28][CH2:29][CH3:30])=[O:27])[CH2:20][CH2:21][CH2:22][CH2:23][N:17]1[C:11]1[CH:12]=[CH:13][CH:14]=[CH:15][CH:16]=1, predict the reactants needed to synthesize it. The reactants are: C[Si]([N-][Si](C)(C)C)(C)C.[Li+].[C:11]1([N:17]2[CH2:23][CH2:22][CH2:21][CH2:20][CH2:19][C:18]2=[O:24])[CH:16]=[CH:15][CH:14]=[CH:13][CH:12]=1.Cl[C:26]([O:28][CH2:29][CH3:30])=[O:27]. (3) The reactants are: [CH3:1][NH:2][C:3]([N:5]1[C:13]2[C:8](=[CH:9][C:10]([O:14][C:15]3[N:20]=[CH:19][N:18]=[C:17]([NH:21][C:22](=O)[O:23]C4C=CC=CC=4)[CH:16]=3)=[CH:11][CH:12]=2)[CH:7]=[CH:6]1)=[O:4].[CH2:31]([N:33]([CH2:38][CH3:39])[CH2:34][CH2:35][CH2:36][NH2:37])[CH3:32].C[N:41](C)C=O. Given the product [CH3:1][NH:2][C:3]([N:5]1[C:13]2[C:8](=[CH:9][C:10]([O:14][C:15]3[CH:16]=[C:17]([NH:21][C:22]([NH:41][NH:37][CH2:36][CH2:35][CH2:34][N:33]([CH2:38][CH3:39])[CH2:31][CH3:32])=[O:23])[N:18]=[CH:19][N:20]=3)=[CH:11][CH:12]=2)[CH:7]=[CH:6]1)=[O:4], predict the reactants needed to synthesize it. (4) Given the product [NH2:1][C:2]1[C:11]2[N:10]=[CH:9][C:8]([CH2:12][CH2:13][C:14]3[CH:19]=[CH:18][C:17]([O:20][CH3:21])=[CH:16][C:15]=3[CH3:22])=[CH:7][C:6]=2[C:5]2[CH:23]=[CH:24][C:25]([CH:27]=[O:28])=[CH:26][C:4]=2[N:3]=1, predict the reactants needed to synthesize it. The reactants are: [NH2:1][C:2]1[C:11]2[N:10]=[CH:9][C:8]([CH2:12][CH2:13][C:14]3[CH:19]=[CH:18][C:17]([O:20][CH3:21])=[CH:16][C:15]=3[CH3:22])=[CH:7][C:6]=2[C:5]2[CH:23]=[CH:24][C:25]([CH2:27][OH:28])=[CH:26][C:4]=2[N:3]=1. (5) Given the product [CH3:4][C:5]1[O:9][C:8]([C:10]2[CH:11]=[CH:12][CH:13]=[CH:14][CH:15]=2)=[N:7][C:6]=1[CH2:16][O:17][C:18]1[CH:19]=[CH:20][C:21]([CH2:22][O:23]/[N:24]=[C:25](\[C:37]2[CH:42]=[CH:41][CH:40]=[CH:39][CH:38]=2)/[CH2:26][CH2:27][CH2:28][CH2:29][CH2:30][CH2:31][C:32]([OH:34])=[O:33])=[CH:43][CH:44]=1, predict the reactants needed to synthesize it. The reactants are: O.[OH-].[Li+].[CH3:4][C:5]1[O:9][C:8]([C:10]2[CH:15]=[CH:14][CH:13]=[CH:12][CH:11]=2)=[N:7][C:6]=1[CH2:16][O:17][C:18]1[CH:44]=[CH:43][C:21]([CH2:22][O:23]/[N:24]=[C:25](\[C:37]2[CH:42]=[CH:41][CH:40]=[CH:39][CH:38]=2)/[CH2:26][CH2:27][CH2:28][CH2:29][CH2:30][CH2:31][C:32]([O:34]CC)=[O:33])=[CH:20][CH:19]=1.O.Cl. (6) Given the product [CH2:19]([O:18][C:16]([NH:26][CH2:27][C:28]([N:5]([CH2:4][CH:3]([O:14][CH3:15])[O:2][CH3:1])[CH2:6][C:7]1[CH:8]=[CH:9][C:10]([F:13])=[CH:11][CH:12]=1)=[O:29])=[O:17])[C:20]1[CH:25]=[CH:24][CH:23]=[CH:22][CH:21]=1, predict the reactants needed to synthesize it. The reactants are: [CH3:1][O:2][CH:3]([O:14][CH3:15])[CH2:4][NH:5][CH2:6][C:7]1[CH:12]=[CH:11][C:10]([F:13])=[CH:9][CH:8]=1.[C:16]([NH:26][CH2:27][C:28](O)=[O:29])([O:18][CH2:19][C:20]1[CH:25]=[CH:24][CH:23]=[CH:22][CH:21]=1)=[O:17].C(Cl)CCl.C1C=CC2N(O)N=NC=2C=1. (7) Given the product [S:5]([O-:9])([O-:8])(=[O:7])=[O:6].[Zr+4:3].[S:5]([O-:9])([O-:8])(=[O:7])=[O:6], predict the reactants needed to synthesize it. The reactants are: [Sn]=O.[Zr:3].[Sn].[S:5](=[O:9])(=[O:8])([OH:7])[OH:6]. (8) Given the product [CH2:3]([O:5][C:6](=[O:12])[CH2:7][NH:8][CH2:9][CH2:10][NH:11][S:19]([C:17]1[S:18][C:14]([CH3:13])=[N:15][N:16]=1)(=[O:21])=[O:20])[CH3:4], predict the reactants needed to synthesize it. The reactants are: Cl.Cl.[CH2:3]([O:5][C:6](=[O:12])[CH2:7][NH:8][CH2:9][CH2:10][NH2:11])[CH3:4].[CH3:13][C:14]1[S:18][C:17]([S:19](Cl)(=[O:21])=[O:20])=[N:16][N:15]=1. (9) The reactants are: [CH3:1][C:2]1([CH3:25])[C:6]([C:7]2[CH:8]=[C:9]([CH:14]=[CH:15][C:16]=2OS(C(F)(F)F)(=O)=O)[C:10]([O:12][CH3:13])=[O:11])=[CH:5][CH2:4][CH2:3]1.[CH2:26]([O:28][C:29]1[CH:30]=[CH:31][C:32]([F:38])=[C:33](B(O)O)[CH:34]=1)[CH3:27].C(=O)([O-])[O-].[K+].[K+]. Given the product [CH3:1][C:2]1([CH3:25])[C:6]([C:7]2[CH:8]=[C:9]([C:10]([O:12][CH3:13])=[O:11])[CH:14]=[CH:15][C:16]=2[C:33]2[CH:34]=[C:29]([O:28][CH2:26][CH3:27])[CH:30]=[CH:31][C:32]=2[F:38])=[CH:5][CH2:4][CH2:3]1, predict the reactants needed to synthesize it. (10) Given the product [CH2:1]([O:8][C:9]1[C:10]([N:20]2[S:24](=[O:26])(=[O:25])[NH:23][C:22](=[O:27])[CH2:21]2)=[CH:11][C:12]2[C:17]([CH:18]=1)=[CH:16][CH:15]=[C:14]([C:28]1[CH2:32][CH2:31][CH2:30][CH:29]=1)[CH:13]=2)[C:2]1[CH:7]=[CH:6][CH:5]=[CH:4][CH:3]=1, predict the reactants needed to synthesize it. The reactants are: [CH2:1]([O:8][C:9]1[C:10]([N:20]2[S:24](=[O:26])(=[O:25])[NH:23][C:22](=[O:27])[CH2:21]2)=[CH:11][C:12]2[C:17]([CH:18]=1)=[CH:16][CH:15]=[C:14](Br)[CH:13]=2)[C:2]1[CH:7]=[CH:6][CH:5]=[CH:4][CH:3]=1.[CH:28]1[CH2:32][CH2:31][CH2:30][CH:29]=1.C(N(CC)CC)C.